From a dataset of Reaction yield outcomes from USPTO patents with 853,638 reactions. Predict the reaction yield, written as a fraction of the theoretical maximum amount of product (1.0 means a 100% yield; for example, 0.34 means a 34% yield). (1) The reactants are C[O:2][C:3](=[O:22])[CH2:4][C:5]1[CH:10]=[CH:9][C:8]([O:11][CH2:12][CH2:13][CH:14]([O:16]S(C)(=O)=O)[CH3:15])=[C:7]([CH3:21])[CH:6]=1.[CH2:23]([C:25]1[CH:30]=[CH:29][C:28](O)=[C:27]([C:32]2[CH:37]=[CH:36][CH:35]=[CH:34][N:33]=2)[CH:26]=1)[CH3:24]. No catalyst specified. The product is [CH2:23]([C:25]1[CH:30]=[CH:29][C:28]([O:16][C@H:14]([CH3:15])[CH2:13][CH2:12][O:11][C:8]2[CH:9]=[CH:10][C:5]([CH2:4][C:3]([OH:2])=[O:22])=[CH:6][C:7]=2[CH3:21])=[C:27]([C:32]2[CH:37]=[CH:36][CH:35]=[CH:34][N:33]=2)[CH:26]=1)[CH3:24]. The yield is 0.430. (2) The reactants are [Cl:1][C:2]1[CH:21]=[CH:20][C:5]([NH:6][C:7]2[C:16]3[C:11](=[CH:12][C:13]([OH:19])=[C:14]([O:17][CH3:18])[CH:15]=3)[N:10]=[CH:9][N:8]=2)=[C:4]([F:22])[CH:3]=1.Cl.Cl[CH2:25][CH2:26][O:27][C:28]1[CH:33]=[CH:32][N:31]=[CH:30][CH:29]=1.C(=O)([O-])[O-].[K+].[K+]. The catalyst is CN1C(=O)CCC1.O. The product is [Cl:1][C:2]1[CH:21]=[CH:20][C:5]([NH:6][C:7]2[C:16]3[C:11](=[CH:12][C:13]([O:19][CH2:25][CH2:26][O:27][C:28]4[CH:33]=[CH:32][N:31]=[CH:30][CH:29]=4)=[C:14]([O:17][CH3:18])[CH:15]=3)[N:10]=[CH:9][N:8]=2)=[C:4]([F:22])[CH:3]=1. The yield is 0.0700.